This data is from Reaction yield outcomes from USPTO patents with 853,638 reactions. The task is: Predict the reaction yield, written as a fraction of the theoretical maximum amount of product (1.0 means a 100% yield; for example, 0.34 means a 34% yield). (1) The reactants are [CH3:1][O:2][C:3]1[CH:4]=[C:5]2[C:10](=[CH:11][C:12]=1[O:13][CH3:14])[N:9]=[CH:8][CH:7]=[C:6]2[O:15][C:16]1[CH:22]=[CH:21][C:19]([NH2:20])=[CH:18][CH:17]=1.C(N(CC)CC)C.Cl[C:31](Cl)([O:33]C(=O)OC(Cl)(Cl)Cl)Cl.[CH3:42][O:43][C:44]1[CH:49]=[CH:48][CH:47]=[CH:46][C:45]=1[C@@H:50]([NH2:52])[CH3:51]. The catalyst is C(Cl)(Cl)Cl. The product is [CH3:1][O:2][C:3]1[CH:4]=[C:5]2[C:10](=[CH:11][C:12]=1[O:13][CH3:14])[N:9]=[CH:8][CH:7]=[C:6]2[O:15][C:16]1[CH:22]=[CH:21][C:19]([NH:20][C:31]([NH:52][C@H:50]([C:45]2[CH:46]=[CH:47][CH:48]=[CH:49][C:44]=2[O:43][CH3:42])[CH3:51])=[O:33])=[CH:18][CH:17]=1. The yield is 0.590. (2) The reactants are [F:1][C:2]1[CH:7]=[CH:6][C:5]([NH:8][CH:9]([C:11]2[CH:12]=[C:13]([C:28](O)=[O:29])[CH:14]=[C:15]3[C:20]=2[O:19][C:18]([N:21]2[CH2:26][CH2:25][O:24][CH2:23][CH2:22]2)=[CH:17][C:16]3=[O:27])[CH3:10])=[CH:4][CH:3]=1.[CH3:31][NH:32][CH3:33]. No catalyst specified. The product is [F:1][C:2]1[CH:3]=[CH:4][C:5]([NH:8][CH:9]([C:11]2[CH:12]=[C:13]([C:28]([N:32]([CH3:33])[CH3:31])=[O:29])[CH:14]=[C:15]3[C:20]=2[O:19][C:18]([N:21]2[CH2:22][CH2:23][O:24][CH2:25][CH2:26]2)=[CH:17][C:16]3=[O:27])[CH3:10])=[CH:6][CH:7]=1. The yield is 0.607.